This data is from Forward reaction prediction with 1.9M reactions from USPTO patents (1976-2016). The task is: Predict the product of the given reaction. (1) Given the reactants F[C:2]1[CH:9]=[C:8]([N:10]2[C:22]3[CH:21]=[CH:20][CH:19]=[C:18]([C:23]4[CH:24]=[N:25][C:26]5[C:31]([CH:32]=4)=[CH:30][CH:29]=[CH:28][CH:27]=5)[C:17]=3[C:16]3[C:11]2=[CH:12][CH:13]=[CH:14][CH:15]=3)[CH:7]=[CH:6][C:3]=1[C:4]#[N:5].C(=O)([O-])[O-:34].[K+].[K+].NCC[CH2:42][CH:43]([OH:45])[CH3:44].[OH-].[Na+].OO.C([N:52]([CH2:55][CH3:56])CC)C, predict the reaction product. The product is: [OH:45][C:43]([CH3:44])([CH3:42])[CH2:56][CH2:55][NH:52][C:2]1[CH:9]=[C:8]([N:10]2[C:22]3[CH:21]=[CH:20][CH:19]=[C:18]([C:23]4[CH:24]=[N:25][C:26]5[C:31]([CH:32]=4)=[CH:30][CH:29]=[CH:28][CH:27]=5)[C:17]=3[C:16]3[C:11]2=[CH:12][CH:13]=[CH:14][CH:15]=3)[CH:7]=[CH:6][C:3]=1[C:4]([NH2:5])=[O:34]. (2) Given the reactants [CH3:1][O:2][C:3]1([CH2:13][O:14][CH3:15])[CH2:12][CH2:11][C:6]2(OCC[O:7]2)[CH2:5][CH2:4]1.O.C1(C)C=CC(S(O)(=O)=O)=CC=1, predict the reaction product. The product is: [CH3:1][O:2][C:3]1([CH2:13][O:14][CH3:15])[CH2:4][CH2:5][C:6](=[O:7])[CH2:11][CH2:12]1. (3) Given the reactants [CH3:1][S:2][C:3]1[CH:9]=[CH:8][CH:7]=[CH:6][C:4]=1[NH2:5].[CH3:10][C:11]1([CH3:22])[O:16][C:15](=[O:17])[C:14](=[CH:18]OC)[C:13](=[O:21])[O:12]1, predict the reaction product. The product is: [CH3:10][C:11]1([CH3:22])[O:12][C:13](=[O:21])[C:14](=[CH:18][NH:5][C:4]2[CH:6]=[CH:7][CH:8]=[CH:9][C:3]=2[S:2][CH3:1])[C:15](=[O:17])[O:16]1.